Predict which catalyst facilitates the given reaction. From a dataset of Catalyst prediction with 721,799 reactions and 888 catalyst types from USPTO. Reactant: S([O-])([O-])(=O)=O.[Na+].[Na+].[NH2:8][C:9]1[C:22]([Br:23])=[CH:21][C:20]([Cl:24])=[CH:19][C:10]=1[C:11]([NH:13][CH:14]([CH:16]1[CH2:18][CH2:17]1)[CH3:15])=[O:12].[Br:25][C:26]1[CH:30]=[C:29]([C:31](OC2C=CC=CC=2)=[O:32])[N:28]([C:40]2[C:45]([Cl:46])=[CH:44][CH:43]=[CH:42][N:41]=2)[N:27]=1.CC(C)([O-])C.[K+]. Product: [Br:25][C:26]1[CH:30]=[C:29]([C:31]([NH:8][C:9]2[C:10]([C:11](=[O:12])[NH:13][CH:14]([CH:16]3[CH2:18][CH2:17]3)[CH3:15])=[CH:19][C:20]([Cl:24])=[CH:21][C:22]=2[Br:23])=[O:32])[N:28]([C:40]2[C:45]([Cl:46])=[CH:44][CH:43]=[CH:42][N:41]=2)[N:27]=1. The catalyst class is: 374.